Predict the reactants needed to synthesize the given product. From a dataset of Full USPTO retrosynthesis dataset with 1.9M reactions from patents (1976-2016). (1) Given the product [Cl:1][C:2]1[C:9]([CH3:10])=[CH:8][CH:7]=[CH:6][C:3]=1[CH:4]1[C:19]([C:20]([O:22][CH2:23][CH3:24])=[O:21])=[C:18]([CH2:25][CH2:26][CH3:27])[NH:11][C:12]2=[N:13][NH:14][CH:15]=[C:16]12, predict the reactants needed to synthesize it. The reactants are: [Cl:1][C:2]1[C:9]([CH3:10])=[CH:8][CH:7]=[CH:6][C:3]=1[CH:4]=O.[NH2:11][C:12]1[CH:16]=[CH:15][NH:14][N:13]=1.O=[C:18]([CH2:25][CH2:26][CH3:27])[CH2:19][C:20]([O:22][CH2:23][CH3:24])=[O:21]. (2) Given the product [C:39]([Si:36]([CH3:38])([CH3:37])[O:43][CH2:44][CH2:45][N:15]([CH2:14][CH:12]1[C:11]2=[C:10]3[C:5](=[CH:4][CH:3]=[C:2]2[F:1])[CH:6]=[CH:7][C:8](=[O:35])[N:9]3[CH2:13]1)[CH2:16][CH2:17][C@@H:18]1[O:22][C:21](=[O:23])[N:20]([C:24]2[CH:25]=[CH:26][C:27]3[S:32][CH2:31][C:30](=[O:33])[NH:29][C:28]=3[CH:34]=2)[CH2:19]1)([CH3:42])([CH3:41])[CH3:40], predict the reactants needed to synthesize it. The reactants are: [F:1][C:2]1[C:11]2[CH:12]([CH2:14][NH:15][CH2:16][CH2:17][C@@H:18]3[O:22][C:21](=[O:23])[N:20]([C:24]4[CH:25]=[CH:26][C:27]5[S:32][CH2:31][C:30](=[O:33])[NH:29][C:28]=5[CH:34]=4)[CH2:19]3)[CH2:13][N:9]3[C:10]=2[C:5]([CH:6]=[CH:7][C:8]3=[O:35])=[CH:4][CH:3]=1.[Si:36]([O:43][CH2:44][CH:45]=O)([C:39]([CH3:42])([CH3:41])[CH3:40])([CH3:38])[CH3:37]. (3) Given the product [N:1]1([C:29]([C:9]2[CH:8]=[N:7][N:6]([CH3:5])[C:10]=2[C:11]([NH:12][C:13]2[CH:14]=[CH:15][C:16]3[N:17]([N:19]=[C:20]([C:22]4[CH:23]=[N:24][CH:25]=[CH:26][CH:27]=4)[N:21]=3)[CH:18]=2)=[O:28])=[O:30])[CH2:4][CH2:3][CH2:2]1, predict the reactants needed to synthesize it. The reactants are: [NH:1]1[CH2:4][CH2:3][CH2:2]1.[CH3:5][N:6]1[C:10]([C:11](=[O:28])[NH:12][C:13]2[CH:14]=[CH:15][C:16]3[N:17]([N:19]=[C:20]([C:22]4[CH:23]=[N:24][CH:25]=[CH:26][CH:27]=4)[N:21]=3)[CH:18]=2)=[C:9]([C:29](O)=[O:30])[CH:8]=[N:7]1. (4) Given the product [C:65]1([N:64]2[CH:66]=[N:1][C:2]3[C:63]2=[N:6][C:5]([C:15]2[CH:16]=[N:17][CH:18]=[CH:19][CH:20]=2)=[N:4][C:3]=3[C:21]([NH2:51])=[O:23])[CH:37]=[CH:38][CH:33]=[CH:34][CH:35]=1, predict the reactants needed to synthesize it. The reactants are: [NH2:1][C:2]1[C:3]([C:21]([O:23]C)=O)=[N:4][C:5]([C:15]2[CH:16]=[N:17][CH:18]=[CH:19][CH:20]=2)=[N:6]C=1NC1C=CC=CC=1.NC1C(C(OC)=O)=NC(Cl)=NC=1N[C:33]1[CH:38]=[CH:37]C=[CH:35][CH:34]=1.C([Sn](CCCC)(CCCC)C1C=[N:51]C=CC=1)CCC.[CH3:63][N:64]([CH:66]=O)[CH3:65]. (5) Given the product [Br:11][CH2:10][C:6]1[CH:7]=[CH:8][CH:9]=[C:2]([Cl:1])[C:3]=1[C:4]#[N:5], predict the reactants needed to synthesize it. The reactants are: [Cl:1][C:2]1[CH:9]=[CH:8][CH:7]=[C:6]([CH3:10])[C:3]=1[C:4]#[N:5].[Br:11]N1C(=O)CCC1=O.N(C(C)(C)C#N)=NC(C)(C)C#N. (6) Given the product [CH3:1][C:2]1[CH:7]=[CH:6][C:5]([S:8]([O:11][CH2:12][CH:13]2[CH2:17][C:16]3[CH:18]=[CH:19][CH:20]=[C:21]([C:29]4[CH:28]=[CH:27][CH:26]=[C:25]([O:24][CH3:23])[CH:30]=4)[C:15]=3[O:14]2)(=[O:10])=[O:9])=[CH:4][CH:3]=1, predict the reactants needed to synthesize it. The reactants are: [CH3:1][C:2]1[CH:7]=[CH:6][C:5]([S:8]([O:11][CH2:12][CH:13]2[CH2:17][C:16]3[CH:18]=[CH:19][CH:20]=[C:21](Br)[C:15]=3[O:14]2)(=[O:10])=[O:9])=[CH:4][CH:3]=1.[CH3:23][O:24][C:25]1[CH:26]=[C:27](B(O)O)[CH:28]=[CH:29][CH:30]=1.C(=O)([O-])[O-].[K+].[K+]. (7) Given the product [Br:1][C:2]1[CH:6]=[C:5]([C:7]([NH:17][C:18]2[C:19]([C:20]([NH:22][CH3:23])=[O:21])=[CH:24][C:25]([Cl:29])=[CH:26][C:27]=2[CH3:28])=[O:9])[N:4]([C:10]2[C:15]([Cl:16])=[CH:14][CH:13]=[CH:12][N:11]=2)[N:3]=1, predict the reactants needed to synthesize it. The reactants are: [Br:1][C:2]1[CH:6]=[C:5]([C:7]([OH:9])=O)[N:4]([C:10]2[C:15]([Cl:16])=[CH:14][CH:13]=[CH:12][N:11]=2)[N:3]=1.[NH2:17][C:18]1[C:27]([CH3:28])=[CH:26][C:25]([Cl:29])=[CH:24][C:19]=1[C:20]([NH:22][CH3:23])=[O:21].N1C=CC=C(C)C=1.CS(Cl)(=O)=O. (8) Given the product [CH3:12][C:11]1[CH:10]=[CH:9][CH:8]=[C:7]([CH3:13])[C:6]=1[CH2:5][C:4]([OH:14])=[O:3], predict the reactants needed to synthesize it. The reactants are: C([O:3][C:4](=[O:14])[CH2:5][C:6]1[C:11]([CH3:12])=[CH:10][CH:9]=[CH:8][C:7]=1[CH3:13])C.O.[OH-].[Li+]. (9) The reactants are: [CH:1]1([CH2:4][N:5]([C:10]2[CH:11]=[CH:12][C:13]([OH:20])=[C:14]([CH:19]=2)[C:15]([O:17][CH3:18])=[O:16])[S:6]([CH3:9])(=[O:8])=[O:7])[CH2:3][CH2:2]1.[C:21](O[C:21]([O:23][C:24]([CH3:27])([CH3:26])[CH3:25])=[O:22])([O:23][C:24]([CH3:27])([CH3:26])[CH3:25])=[O:22]. Given the product [C:24]([O:23][C:21]([O:20][C:13]1[CH:12]=[CH:11][C:10]([N:5]([CH2:4][CH:1]2[CH2:3][CH2:2]2)[S:6]([CH3:9])(=[O:8])=[O:7])=[CH:19][C:14]=1[C:15]([O:17][CH3:18])=[O:16])=[O:22])([CH3:27])([CH3:26])[CH3:25], predict the reactants needed to synthesize it.